Dataset: Reaction yield outcomes from USPTO patents with 853,638 reactions. Task: Predict the reaction yield, written as a fraction of the theoretical maximum amount of product (1.0 means a 100% yield; for example, 0.34 means a 34% yield). The reactants are [C:1]([Si:5]([O:8][C@@H:9]1[CH2:14][C@@H:13]([O:15][Si](CC)(CC)CC)[CH2:12][CH:11]=[C:10]1[CH2:23]I)([CH3:7])[CH3:6])([CH3:4])([CH3:3])[CH3:2].[In].[CH2:26]=[O:27]. The catalyst is O.O1CCCC1. The product is [Si:5]([O:8][C@H:9]1[C:10](=[CH2:23])[C@H:11]([CH2:26][OH:27])[CH2:12][C@H:13]([OH:15])[CH2:14]1)([C:1]([CH3:2])([CH3:3])[CH3:4])([CH3:6])[CH3:7]. The yield is 0.680.